Dataset: Peptide-MHC class I binding affinity with 185,985 pairs from IEDB/IMGT. Task: Regression. Given a peptide amino acid sequence and an MHC pseudo amino acid sequence, predict their binding affinity value. This is MHC class I binding data. (1) The peptide sequence is HSDDALFIY. The MHC is HLA-A80:01 with pseudo-sequence HLA-A80:01. The binding affinity (normalized) is 0.105. (2) The peptide sequence is IRFPKTFGY. The MHC is HLA-B58:01 with pseudo-sequence HLA-B58:01. The binding affinity (normalized) is 0. (3) The peptide sequence is LALEVARQK. The MHC is HLA-A11:01 with pseudo-sequence HLA-A11:01. The binding affinity (normalized) is 0.332. (4) The peptide sequence is LLTTPKFTV. The MHC is HLA-A02:01 with pseudo-sequence HLA-A02:01. The binding affinity (normalized) is 0.752. (5) The peptide sequence is LILCVTQVLM. The MHC is HLA-B35:01 with pseudo-sequence HLA-B35:01. The binding affinity (normalized) is 0.116. (6) The peptide sequence is TTSGTYVSAI. The MHC is HLA-A01:01 with pseudo-sequence HLA-A01:01. The binding affinity (normalized) is 0. (7) The peptide sequence is GLLEQAAAV. The MHC is HLA-A02:01 with pseudo-sequence HLA-A02:01. The binding affinity (normalized) is 0.787. (8) The peptide sequence is PTNILDVKQ. The MHC is HLA-B27:05 with pseudo-sequence HLA-B27:05. The binding affinity (normalized) is 0. (9) The peptide sequence is ELVNQIIEQL. The MHC is HLA-A31:01 with pseudo-sequence HLA-A31:01. The binding affinity (normalized) is 0. (10) The peptide sequence is SITPNNLNK. The MHC is HLA-A31:01 with pseudo-sequence HLA-A31:01. The binding affinity (normalized) is 0.